Dataset: NCI-60 drug combinations with 297,098 pairs across 59 cell lines. Task: Regression. Given two drug SMILES strings and cell line genomic features, predict the synergy score measuring deviation from expected non-interaction effect. (1) Drug 1: COC1=CC(=CC(=C1O)OC)C2C3C(COC3=O)C(C4=CC5=C(C=C24)OCO5)OC6C(C(C7C(O6)COC(O7)C8=CC=CS8)O)O. Drug 2: CN1C(=O)N2C=NC(=C2N=N1)C(=O)N. Cell line: HCT-15. Synergy scores: CSS=52.6, Synergy_ZIP=0.297, Synergy_Bliss=1.10, Synergy_Loewe=-55.4, Synergy_HSA=0.0417. (2) Drug 1: C1CCC(C1)C(CC#N)N2C=C(C=N2)C3=C4C=CNC4=NC=N3. Drug 2: C1CC(=O)NC(=O)C1N2CC3=C(C2=O)C=CC=C3N. Cell line: SNB-75. Synergy scores: CSS=-0.610, Synergy_ZIP=-0.210, Synergy_Bliss=-3.72, Synergy_Loewe=-5.78, Synergy_HSA=-7.18. (3) Drug 1: CC1CCCC2(C(O2)CC(NC(=O)CC(C(C(=O)C(C1O)C)(C)C)O)C(=CC3=CSC(=N3)C)C)C. Synergy scores: CSS=64.8, Synergy_ZIP=-0.206, Synergy_Bliss=-1.07, Synergy_Loewe=-1.16, Synergy_HSA=1.25. Cell line: TK-10. Drug 2: B(C(CC(C)C)NC(=O)C(CC1=CC=CC=C1)NC(=O)C2=NC=CN=C2)(O)O. (4) Synergy scores: CSS=6.82, Synergy_ZIP=3.95, Synergy_Bliss=3.22, Synergy_Loewe=1.95, Synergy_HSA=2.21. Drug 2: COC1=C2C(=CC3=C1OC=C3)C=CC(=O)O2. Cell line: BT-549. Drug 1: C1CC(=O)NC(=O)C1N2CC3=C(C2=O)C=CC=C3N.